Dataset: Catalyst prediction with 721,799 reactions and 888 catalyst types from USPTO. Task: Predict which catalyst facilitates the given reaction. Reactant: [OH:1][C:2]1[CH:11]=[C:10]2[C:5]([C:6](=[O:19])[C:7]([CH3:18])=[C:8]([C:12]3[CH:17]=[CH:16][CH:15]=[CH:14][CH:13]=3)[O:9]2)=[CH:4][CH:3]=1.C([O-])([O-])=O.[K+].[K+].[CH2:26](Br)[C:27]#[CH:28]. Product: [C:26]([O:1][C:2]1[CH:11]=[C:10]2[C:5]([C:6](=[O:19])[C:7]([CH3:18])=[C:8]([C:12]3[CH:17]=[CH:16][CH:15]=[CH:14][CH:13]=3)[O:9]2)=[CH:4][CH:3]=1)#[C:27][CH3:28]. The catalyst class is: 21.